From a dataset of Reaction yield outcomes from USPTO patents with 853,638 reactions. Predict the reaction yield, written as a fraction of the theoretical maximum amount of product (1.0 means a 100% yield; for example, 0.34 means a 34% yield). (1) The reactants are [F:1][C:2]1[C:10]([NH:11][S:12]([CH2:15][CH2:16][CH3:17])(=[O:14])=[O:13])=[CH:9][CH:8]=[C:7]([F:18])[C:3]=1C(O)=O.C([N:21](CC)CC)C.C1C=CC(OP(OC2C=CC=CC=2)(N=[N+]=[N-])=O)=CC=1.O. The catalyst is C1COCC1.CCOC(C)=O. The product is [NH2:21][C:3]1[C:2]([F:1])=[C:10]([NH:11][S:12]([CH2:15][CH2:16][CH3:17])(=[O:14])=[O:13])[CH:9]=[CH:8][C:7]=1[F:18]. The yield is 0.550. (2) The reactants are [C:1]([Si:5]([O:8][C:9]1[CH:14]=[CH:13][CH:12]=[CH:11][C:10]=1[F:15])([CH3:7])[CH3:6])([CH3:4])([CH3:3])[CH3:2].C([Li])(CC)C.[CH:21]1([CH2:24][C:25](N(OC)C)=[O:26])[CH2:23][CH2:22]1. The catalyst is C1COCC1. The product is [Si:5]([O:8][C:9]1[C:10]([F:15])=[C:11]([C:25](=[O:26])[CH2:24][CH:21]2[CH2:23][CH2:22]2)[CH:12]=[CH:13][CH:14]=1)([C:1]([CH3:4])([CH3:2])[CH3:3])([CH3:7])[CH3:6]. The yield is 0.730. (3) No catalyst specified. The product is [CH:12]([C:7]1[CH:6]=[N:16][C:17]2[C:22]([CH:8]=1)=[CH:21][CH:20]=[C:19]([NH:23][C:24](=[O:26])[CH3:25])[CH:18]=2)=[O:29]. The yield is 0.869. The reactants are [Cl-].[Cl-].CN([CH:6]=[C:7]([CH:12]=[N+](C)C)[CH:8]=[N+](C)C)C.[NH2:16][C:17]1[CH:18]=[C:19]([NH:23][C:24](=[O:26])[CH3:25])[CH:20]=[CH:21][CH:22]=1.C(O)(=[O:29])C. (4) The reactants are [C:1]([N:20]1[C:24]([C:25](OC)=[O:26])=[CH:23][C:22]([C:29](OC)=[O:30])=[N:21]1)([C:14]1[CH:19]=[CH:18][CH:17]=[CH:16][CH:15]=1)([C:8]1[CH:13]=[CH:12][CH:11]=[CH:10][CH:9]=1)[C:2]1[CH:7]=[CH:6][CH:5]=[CH:4][CH:3]=1.[H-].[H-].[H-].[H-].[Li+].[Al+3]. The catalyst is C1COCC1.CCOCC. The product is [C:1]([N:20]1[C:24]([CH2:25][OH:26])=[CH:23][C:22]([CH2:29][OH:30])=[N:21]1)([C:2]1[CH:7]=[CH:6][CH:5]=[CH:4][CH:3]=1)([C:8]1[CH:9]=[CH:10][CH:11]=[CH:12][CH:13]=1)[C:14]1[CH:19]=[CH:18][CH:17]=[CH:16][CH:15]=1. The yield is 0.900. (5) The reactants are Cl[C:2]1[N:7]=[C:6]([NH:8][C:9]2[CH:14]=[CH:13][C:12]3[O:15][CH2:16][CH2:17][O:18][C:11]=3[CH:10]=2)[C:5]([F:19])=[CH:4][N:3]=1.[CH:20](N(CC)C(C)C)(C)C.[CH2:29]([O:33][C:34]1[CH:40]=[CH:39][C:37](N)=[CH:36][CH:35]=1)[CH2:30][CH2:31][CH3:32]. The catalyst is C(O)CO. The product is [CH2:29]([O:33][C:34]1[CH:40]=[CH:39][C:37]([NH:7][C:2]2[CH:20]=[C:6]([NH:8][C:9]3[CH:14]=[CH:13][C:12]4[O:15][CH2:16][CH2:17][O:18][C:11]=4[CH:10]=3)[C:5]([F:19])=[CH:4][N:3]=2)=[CH:36][CH:35]=1)[CH2:30][CH2:31][CH3:32]. The yield is 0.490. (6) The reactants are [Cr](Cl)([O-])(=O)=O.[NH+]1C=CC=CC=1.[Cl:12][C:13]1[S:17][C:16]([S:18]([NH:21][C@H:22]([CH2:27][OH:28])[C@H:23]([CH2:25][CH3:26])[CH3:24])(=[O:20])=[O:19])=[CH:15][CH:14]=1. The catalyst is C(Cl)Cl. The product is [Cl:12][C:13]1[S:17][C:16]([S:18]([NH:21][C@H:22]([CH:27]=[O:28])[C@@H:23]([CH3:24])[CH2:25][CH3:26])(=[O:20])=[O:19])=[CH:15][CH:14]=1. The yield is 0.810. (7) The reactants are [CH2:1]([O:3][C:4]([C:6]1[O:7][C:8]2[CH:14]=[C:13]([C:15]([CH2:18][CH3:19])=[CH:16][CH3:17])[CH:12]=[CH:11][C:9]=2[CH:10]=1)=[O:5])[CH3:2].[C:20]1([CH3:27])[C:25]([OH:26])=[CH:24][CH:23]=CC=1.B(F)(F)F.O(CC)[CH2:33][CH3:34]. The catalyst is C(Cl)Cl. The product is [CH2:1]([O:3][C:4]([C:6]1[O:7][C:8]2[CH:14]=[C:13]([C:15]([CH2:33][CH3:34])([C:18]3[CH:23]=[CH:24][C:25]([OH:26])=[C:20]([CH3:27])[CH:19]=3)[CH2:16][CH3:17])[CH:12]=[CH:11][C:9]=2[CH:10]=1)=[O:5])[CH3:2]. The yield is 0.550. (8) The reactants are [CH:1]([C:3]1[O:7][CH:6]=[C:5](B2OC(C)(C)C(C)(C)O2)[CH:4]=1)=[O:2].P(OCC)(OCC)(O[CH2:20][C:21]1[CH:26]=[CH:25][CH:24]=[CH:23][CH:22]=1)=O.ClC1C=CC(CC2C=C(C=O)SC=2)=CC=1.C1(P(C2C=CC=CC=2)C2C=CC=CC=2)C=CC=CC=1. The catalyst is CC#N.C(O)(C)C.CC([O-])=O.CC([O-])=O.[Pd+2]. The product is [CH2:20]([C:5]1[CH:4]=[C:3]([CH:1]=[O:2])[O:7][CH:6]=1)[C:21]1[CH:26]=[CH:25][CH:24]=[CH:23][CH:22]=1. The yield is 0.410. (9) The reactants are [CH2:1]([O:3][C:4]([CH:6]1[CH2:13][CH:12]2[N:14](CC3C=CC=CC=3)[CH:8]([CH2:9][C:10](=[O:22])[CH2:11]2)[CH2:7]1)=[O:5])[CH3:2].[H][H]. The catalyst is CO.[OH-].[Pd+2].[OH-]. The product is [CH2:1]([O:3][C:4]([CH:6]1[CH2:13][CH:12]2[NH:14][CH:8]([CH2:9][C:10](=[O:22])[CH2:11]2)[CH2:7]1)=[O:5])[CH3:2]. The yield is 1.00.